From a dataset of Reaction yield outcomes from USPTO patents with 853,638 reactions. Predict the reaction yield, written as a fraction of the theoretical maximum amount of product (1.0 means a 100% yield; for example, 0.34 means a 34% yield). (1) The reactants are [C:1]([O:5][C:6]([N:8]1[CH2:13][CH2:12][CH:11]([C:14]2[CH:19]=[CH:18][C:17]([NH2:20])=[C:16]([C:21]3[CH2:26][CH2:25][C:24]([CH3:28])([CH3:27])[CH2:23][CH:22]=3)[N:15]=2)[CH2:10][CH2:9]1)=[O:7])([CH3:4])([CH3:3])[CH3:2].[K+].[C:30]([C:32]1[N:33]=[C:34]([C:45]([O-])=[O:46])[N:35]([CH2:37][O:38][CH2:39][CH2:40][Si:41]([CH3:44])([CH3:43])[CH3:42])[CH:36]=1)#[N:31].C1CN([P+](Br)(N2CCCC2)N2CCCC2)CC1.F[P-](F)(F)(F)(F)F.CCN(C(C)C)C(C)C. The catalyst is C(Cl)Cl. The product is [C:1]([O:5][C:6]([N:8]1[CH2:9][CH2:10][CH:11]([C:14]2[CH:19]=[CH:18][C:17]([NH:20][C:45]([C:34]3[N:35]([CH2:37][O:38][CH2:39][CH2:40][Si:41]([CH3:44])([CH3:43])[CH3:42])[CH:36]=[C:32]([C:30]#[N:31])[N:33]=3)=[O:46])=[C:16]([C:21]3[CH2:26][CH2:25][C:24]([CH3:28])([CH3:27])[CH2:23][CH:22]=3)[N:15]=2)[CH2:12][CH2:13]1)=[O:7])([CH3:4])([CH3:2])[CH3:3]. The yield is 0.870. (2) The reactants are C([O:3][C:4](=O)[CH2:5][C:6]1([NH2:10])[CH2:9][O:8][CH2:7]1)C.[OH-].[NH4+:13].O. The catalyst is C1(C)C=CC=CC=1. The product is [NH2:10][C:6]1([CH2:5][C:4]([NH2:13])=[O:3])[CH2:9][O:8][CH2:7]1. The yield is 0.890. (3) The reactants are [CH3:1][O:2][C:3](=[O:10])[CH2:4][CH:5]([CH3:9])[C:6](O)=[O:7].CN(C=O)C.C(Cl)(=O)C([Cl:19])=O. The catalyst is C(Cl)Cl. The product is [CH3:1][O:2][C:3](=[O:10])[CH2:4][CH:5]([CH3:9])[C:6]([Cl:19])=[O:7]. The yield is 0.960. (4) The reactants are Cl.[N:2]1[C:11]2[C:6](=[CH:7][C:8]([NH:12][NH2:13])=[CH:9][CH:10]=2)[CH:5]=[CH:4][CH:3]=1.[CH3:14][C:15]([CH3:22])([CH3:21])[C:16](=O)[CH2:17][C:18]#[N:19].Cl. The catalyst is CCO. The product is [C:15]([C:16]1[CH:17]=[C:18]([NH2:19])[N:12]([C:8]2[CH:7]=[C:6]3[C:11](=[CH:10][CH:9]=2)[N:2]=[CH:3][CH:4]=[CH:5]3)[N:13]=1)([CH3:22])([CH3:21])[CH3:14]. The yield is 0.510. (5) The product is [F:23][C:2]1([F:1])[CH2:6][CH2:5][N:4]([CH2:7][C@@H:8]([N:12]([CH3:26])[C:13](=[O:22])[C:14]2[CH:19]=[CH:18][C:17]([CH3:20])=[C:16]([CH3:21])[CH:15]=2)[CH:9]([CH3:11])[CH3:10])[CH2:3]1. The yield is 0.270. The reactants are [F:1][C:2]1([F:23])[CH2:6][CH2:5][N:4]([CH2:7][C@@H:8]([NH:12][C:13](=[O:22])[C:14]2[CH:19]=[CH:18][C:17]([CH3:20])=[C:16]([CH3:21])[CH:15]=2)[CH:9]([CH3:11])[CH3:10])[CH2:3]1.[H-].[Na+].[CH3:26]I. The catalyst is C1COCC1. (6) The reactants are [CH3:1][C:2]1[CH:3]([OH:7])[CH2:4][CH2:5][CH:6]=1.N1C=CN=C1.[C:13]([Si:17](Cl)([C:24]1[CH:29]=[CH:28][CH:27]=[CH:26][CH:25]=1)[C:18]1[CH:23]=[CH:22][CH:21]=[CH:20][CH:19]=1)([CH3:16])([CH3:15])[CH3:14].O. The catalyst is CN(C)C1C=CN=CC=1.ClCCl. The product is [C:13]([Si:17]([O:7][CH:3]1[CH2:4][CH2:5][CH:6]=[C:2]1[CH3:1])([C:24]1[CH:29]=[CH:28][CH:27]=[CH:26][CH:25]=1)[C:18]1[CH:19]=[CH:20][CH:21]=[CH:22][CH:23]=1)([CH3:16])([CH3:14])[CH3:15]. The yield is 0.320. (7) The reactants are [F:1][C:2]1[CH:7]=[CH:6][C:5]([C:8]2[CH:13]=[CH:12][C:11]([N+:14]([O-:16])=[O:15])=[C:10]([NH2:17])[CH:9]=2)=[CH:4][CH:3]=1.Cl[C:19](Cl)([O:21]C(=O)OC(Cl)(Cl)Cl)Cl.[NH:30]1[CH2:33][CH:32]([CH2:34][NH:35][C:36](=[O:42])[O:37][C:38]([CH3:41])([CH3:40])[CH3:39])[CH2:31]1. The catalyst is C(Cl)Cl.C(O)(=O)CC(CC(O)=O)(C(O)=O)O. The product is [C:38]([O:37][C:36](=[O:42])[NH:35][CH2:34][CH:32]1[CH2:33][N:30]([C:19](=[O:21])[NH:17][C:10]2[CH:9]=[C:8]([C:5]3[CH:4]=[CH:3][C:2]([F:1])=[CH:7][CH:6]=3)[CH:13]=[CH:12][C:11]=2[N+:14]([O-:16])=[O:15])[CH2:31]1)([CH3:39])([CH3:41])[CH3:40]. The yield is 0.697. (8) The reactants are [NH2:1][C:2]1[CH:7]=[CH:6][C:5]([N+:8]([O-:10])=[O:9])=[CH:4][C:3]=1[C:11]#[C:12][C:13]([CH3:19])([CH3:18])[C:14]([O:16][CH3:17])=[O:15].N1C=CC=CC=1.[C:26](Cl)(=[O:30])[CH2:27][CH2:28][CH3:29]. The catalyst is C(Cl)Cl. The product is [C:26]([NH:1][C:2]1[CH:7]=[CH:6][C:5]([N+:8]([O-:10])=[O:9])=[CH:4][C:3]=1[C:11]#[C:12][C:13]([CH3:19])([CH3:18])[C:14]([O:16][CH3:17])=[O:15])(=[O:30])[CH2:27][CH2:28][CH3:29]. The yield is 0.450. (9) The reactants are Cl[CH:2]([CH2:5][C:6]1[CH:7]=[C:8]2[C:13](=[CH:14][CH:15]=1)[N:12]=[CH:11][CH:10]=[N:9]2)[CH:3]=O.[Br:16][C:17]1[CH:22]=[CH:21][C:20]([C:23]2[N:28]=[N:27][C:26]([NH2:29])=[N:25][CH:24]=2)=[CH:19][C:18]=1[F:30]. The catalyst is C(O)(C)(C)C. The product is [Br:16][C:17]1[CH:22]=[CH:21][C:20]([C:23]2[CH:24]=[N:25][C:26]3[N:27]([C:2]([CH2:5][C:6]4[CH:7]=[C:8]5[C:13](=[CH:14][CH:15]=4)[N:12]=[CH:11][CH:10]=[N:9]5)=[CH:3][N:29]=3)[N:28]=2)=[CH:19][C:18]=1[F:30]. The yield is 0.620.